Task: Binary Classification. Given a T-cell receptor sequence (or CDR3 region) and an epitope sequence, predict whether binding occurs between them.. Dataset: TCR-epitope binding with 47,182 pairs between 192 epitopes and 23,139 TCRs (1) The TCR CDR3 sequence is CSARDVEGMNTGELFF. The epitope is LLFNKVTLA. Result: 0 (the TCR does not bind to the epitope). (2) The epitope is RPRGEVRFL. The TCR CDR3 sequence is CASSLPSGPNEKLFF. Result: 0 (the TCR does not bind to the epitope). (3) The epitope is KAYNVTQAF. The TCR CDR3 sequence is CASSLDRGTEAFF. Result: 1 (the TCR binds to the epitope). (4) The epitope is GTSGSPIINR. The TCR CDR3 sequence is CASSFGAGELFF. Result: 1 (the TCR binds to the epitope). (5) The epitope is VTIAEILLI. The TCR CDR3 sequence is CASSSTLGSAGELFF. Result: 0 (the TCR does not bind to the epitope). (6) The epitope is HTTDPSFLGRY. The TCR CDR3 sequence is CASSLGDGQNTDTQYF. Result: 1 (the TCR binds to the epitope).